Dataset: Reaction yield outcomes from USPTO patents with 853,638 reactions. Task: Predict the reaction yield, written as a fraction of the theoretical maximum amount of product (1.0 means a 100% yield; for example, 0.34 means a 34% yield). (1) The product is [Cl:18][C:6]1[N:7]=[C:8]([N:12]2[CH2:17][CH2:16][O:15][CH2:14][CH2:13]2)[C:9]2[N:10]=[CH:11][C:2]([C:24]3[O:25][C:21]([CH:19]=[O:20])=[CH:22][CH:23]=3)=[CH:3][C:4]=2[N:5]=1. The reactants are Br[C:2]1[CH:11]=[N:10][C:9]2[C:8]([N:12]3[CH2:17][CH2:16][O:15][CH2:14][CH2:13]3)=[N:7][C:6]([Cl:18])=[N:5][C:4]=2[CH:3]=1.[CH:19]([C:21]1[O:25][C:24](B(O)O)=[CH:23][CH:22]=1)=[O:20].C(=O)([O-])[O-].[Na+].[Na+].CCO. The catalyst is Cl[Pd](Cl)([P](C1C=CC=CC=1)(C1C=CC=CC=1)C1C=CC=CC=1)[P](C1C=CC=CC=1)(C1C=CC=CC=1)C1C=CC=CC=1.O. The yield is 0.460. (2) The reactants are [NH2:1][C@@H:2]([CH2:33][C:34]1[CH:39]=[CH:38][CH:37]=[CH:36][CH:35]=1)[C@@H:3]([OH:32])[CH2:4][C@@H:5]([NH:19][C:20]([C@@H:22]([NH:27][C:28](=[O:31])[O:29][CH3:30])[C:23]([CH3:26])([CH3:25])[CH3:24])=[O:21])[CH2:6][C:7]1[CH:12]=[CH:11][C:10]([C:13]2[CH:18]=[CH:17][CH:16]=[CH:15][N:14]=2)=[CH:9][CH:8]=1.[C:40]([NH:47][C@H:48]([C:53](O)=[O:54])[C:49]([CH3:52])([CH3:51])[CH3:50])([O:42][C:43]([CH3:46])([CH3:45])[CH3:44])=[O:41].CCOP(ON1N=NC2C=CC=CC=2C1=O)(OCC)=O.C(N(CC)C(C)C)(C)C. The catalyst is C1COCC1. The product is [CH2:33]([C@H:2]([NH:1][C:53](=[O:54])[C@H:48]([C:49]([CH3:52])([CH3:51])[CH3:50])[NH:47][C:40](=[O:41])[O:42][C:43]([CH3:45])([CH3:46])[CH3:44])[C@@H:3]([OH:32])[CH2:4][C@H:5]([CH2:6][C:7]1[CH:12]=[CH:11][C:10]([C:13]2[CH:18]=[CH:17][CH:16]=[CH:15][N:14]=2)=[CH:9][CH:8]=1)[NH:19][C:20](=[O:21])[C@@H:22]([NH:27][C:28](=[O:31])[O:29][CH3:30])[C:23]([CH3:26])([CH3:25])[CH3:24])[C:34]1[CH:35]=[CH:36][CH:37]=[CH:38][CH:39]=1. The yield is 0.830. (3) The reactants are [C:1]([O:5][C:6]([NH:8][C:9]1([CH2:13][C@H:14]2[CH2:18][N:17]([C@@H:19]([C:21]3[CH:26]=[CH:25][CH:24]=[CH:23][CH:22]=3)[CH3:20])[C:16](=O)[CH2:15]2)[CH2:12][CH2:11][CH2:10]1)=[O:7])([CH3:4])([CH3:3])[CH3:2]. The catalyst is O1CCCC1. The product is [C:1]([O:5][C:6]([NH:8][C:9]1([CH2:13][C@H:14]2[CH2:15][CH2:16][N:17]([C@@H:19]([C:21]3[CH:22]=[CH:23][CH:24]=[CH:25][CH:26]=3)[CH3:20])[CH2:18]2)[CH2:10][CH2:11][CH2:12]1)=[O:7])([CH3:2])([CH3:3])[CH3:4]. The yield is 0.840. (4) The reactants are C(=O)([O-])[O-].[K+].[K+].I[CH2:8][CH3:9].[OH:10][C:11]1[CH:12]=[C:13]([CH2:17][C:18]([OH:20])=[O:19])[CH:14]=[CH:15][CH:16]=1.[CH3:21][C:22](=O)CC. No catalyst specified. The product is [CH2:21]([O:10][C:11]1[CH:12]=[C:13]([CH2:17][C:18]([O:20][CH2:8][CH3:9])=[O:19])[CH:14]=[CH:15][CH:16]=1)[CH3:22]. The yield is 0.780. (5) The reactants are [Cl:1][C:2]1[CH:3]=[C:4]2[C:8](=[N:9][CH:10]=1)[NH:7][CH:6]=[C:5]2[CH:11]=O.[O:13]=[C:14]1[CH2:18][O:17][C:16]([NH:19][C:20]2[CH:25]=[CH:24][CH:23]=[CH:22][CH:21]=2)=[C:15]1[C:26]([O:28][CH2:29][CH3:30])=[O:27].N1CCCCC1. The catalyst is C(O)C. The product is [Cl:1][C:2]1[CH:3]=[C:4]2[C:5]([CH:11]=[C:18]3[O:17][C:16]([NH:19][C:20]4[CH:25]=[CH:24][CH:23]=[CH:22][CH:21]=4)=[C:15]([C:26]([O:28][CH2:29][CH3:30])=[O:27])[C:14]3=[O:13])=[CH:6][NH:7][C:8]2=[N:9][CH:10]=1. The yield is 0.0460. (6) The reactants are [NH2:1][C:2]1[C:7]([CH2:8][OH:9])=[CH:6][CH:5]=[CH:4][N:3]=1.[Br:10]Br. The catalyst is CC(O)=O. The product is [NH2:1][C:2]1[C:7]([CH2:8][OH:9])=[CH:6][C:5]([Br:10])=[CH:4][N:3]=1. The yield is 0.750. (7) The reactants are [C:1]([C:3]1[C:11]2[C:10]([O:12][CH:13]3[CH2:16][CH:15]([NH:17]C(=O)OC(C)(C)C)[CH2:14]3)=[N:9][C:8]([NH:25][C:26]3[CH:27]=[N:28][N:29]([CH3:31])[CH:30]=3)=[N:7][C:6]=2[N:5]([CH2:32][O:33][CH2:34][CH2:35][Si:36]([CH3:39])([CH3:38])[CH3:37])[CH:4]=1)#[N:2].Cl. The catalyst is C(Cl)Cl. The product is [NH2:17][CH:15]1[CH2:14][CH:13]([O:12][C:10]2[C:11]3[C:3]([C:1]#[N:2])=[CH:4][N:5]([CH2:32][O:33][CH2:34][CH2:35][Si:36]([CH3:39])([CH3:38])[CH3:37])[C:6]=3[N:7]=[C:8]([NH:25][C:26]3[CH:27]=[N:28][N:29]([CH3:31])[CH:30]=3)[N:9]=2)[CH2:16]1. The yield is 0.990. (8) The reactants are [Cl:1][C:2]1[CH:3]=[C:4]([OH:9])[CH:5]=[CH:6][C:7]=1[Cl:8].[CH2:10]([O:17][C@H:18]([C@H:20]([N:24]1[CH:28]=[C:27]([C:29]([NH2:31])=[O:30])[N:26]=[CH:25]1)[CH2:21][CH2:22]O)[CH3:19])[C:11]1[CH:16]=[CH:15][CH:14]=[CH:13][CH:12]=1.C1(P(C2C=CC=CC=2)C2C=CC=CC=2)C=CC=CC=1.N(C(OCC)=O)=NC(OCC)=O. The yield is 1.02. The product is [CH2:10]([O:17][C@H:18]([C@H:20]([N:24]1[CH:28]=[C:27]([C:29]([NH2:31])=[O:30])[N:26]=[CH:25]1)[CH2:21][CH2:22][O:9][C:4]1[CH:5]=[CH:6][C:7]([Cl:8])=[C:2]([Cl:1])[CH:3]=1)[CH3:19])[C:11]1[CH:16]=[CH:15][CH:14]=[CH:13][CH:12]=1. The catalyst is O1CCCC1. (9) The reactants are [Br:1][C:2]1[CH:3]=[C:4]2[C:9](=[CH:10][CH:11]=1)[C:8](=[O:12])[N:7]([CH2:13][CH:14]1[CH2:16][CH2:15]1)[C:6]([C:17](O)=[O:18])=[C:5]2[O:20][CH2:21][CH2:22][CH2:23][CH3:24].C(Cl)(=O)C(Cl)=O.[BH4-].[Na+].Cl. The catalyst is O1CCCC1.CN(C)C=O.COCCOC. The product is [Br:1][C:2]1[CH:3]=[C:4]2[C:9](=[CH:10][CH:11]=1)[C:8](=[O:12])[N:7]([CH2:13][CH:14]1[CH2:15][CH2:16]1)[C:6]([CH2:17][OH:18])=[C:5]2[O:20][CH2:21][CH2:22][CH2:23][CH3:24]. The yield is 0.965.